From a dataset of hERG potassium channel inhibition data for cardiac toxicity prediction from Karim et al.. Regression/Classification. Given a drug SMILES string, predict its toxicity properties. Task type varies by dataset: regression for continuous values (e.g., LD50, hERG inhibition percentage) or binary classification for toxic/non-toxic outcomes (e.g., AMES mutagenicity, cardiotoxicity, hepatotoxicity). Dataset: herg_karim. (1) The molecule is CCOC(=O)[C@H](C)N(C)C(=O)c1cc(C(=O)N[C@H](CC)c2ccccc2)c2n1CCOC2. The result is 0 (non-blocker). (2) The drug is CCC1(c2cccc(-c3cncnc3)c2)N=C(N)c2ccccc2O1. The result is 1 (blocker).